Dataset: Rat liver microsome stability data. Task: Regression/Classification. Given a drug SMILES string, predict its absorption, distribution, metabolism, or excretion properties. Task type varies by dataset: regression for continuous measurements (e.g., permeability, clearance, half-life) or binary classification for categorical outcomes (e.g., BBB penetration, CYP inhibition). Dataset: rlm. (1) The compound is N#Cc1c(N)ncnc1N1CCC[C@H]1c1nc2cccc(F)c2c(=O)n1C1CCCC1. The result is 1 (stable in rat liver microsomes). (2) The compound is CCN1CCN(c2ccc(Nc3ccc(-c4ccc(C(N)=O)cc4)n4ncnc34)cc2)CC1. The result is 0 (unstable in rat liver microsomes). (3) The molecule is Fc1cc(Nc2nc(-c3ccncc3)nc3ccccc23)ccc1N1CCNCC1. The result is 0 (unstable in rat liver microsomes). (4) The drug is CCc1nc2ccc(Cl)cn2c1C(=O)NCc1ccc2c(c1)OCO2. The result is 1 (stable in rat liver microsomes). (5) The compound is N#Cc1ccccc1Cn1c(N2CCC[C@@H](N)C2)nc2ccc(Cl)cc2c1=O. The result is 0 (unstable in rat liver microsomes).